This data is from Full USPTO retrosynthesis dataset with 1.9M reactions from patents (1976-2016). The task is: Predict the reactants needed to synthesize the given product. (1) Given the product [CH3:1][C:2]1([CH3:17])[C:10]2[C:5](=[CH:6][C:7]([N:11]3[CH2:16][CH2:15][O:14][CH2:13][CH2:12]3)=[CH:8][CH:9]=2)[N:4]([C:26]2[C:35]3[C:30](=[CH:31][CH:32]=[CH:33][CH:34]=3)[N:29]=[C:28]([C:36]3[CH:41]=[CH:40][CH:39]=[CH:38][CH:37]=3)[C:27]=2[CH3:42])[CH2:3]1, predict the reactants needed to synthesize it. The reactants are: [CH3:1][C:2]1([CH3:17])[C:10]2[C:5](=[CH:6][C:7]([N:11]3[CH2:16][CH2:15][O:14][CH2:13][CH2:12]3)=[CH:8][CH:9]=2)[NH:4][CH2:3]1.CN(C=O)C.[H-].[Na+].Cl[C:26]1[C:35]2[C:30](=[CH:31][CH:32]=[CH:33][CH:34]=2)[N:29]=[C:28]([C:36]2[CH:41]=[CH:40][CH:39]=[CH:38][CH:37]=2)[C:27]=1[CH3:42].N1C2C(=CC=CC=2)C=CC=1. (2) Given the product [C:6]1([C:4]([O:3][CH2:1][CH3:2])=[O:5])[N:7]=[N:8][C:9]([C:12]([O:14][CH2:15][CH3:16])=[O:13])=[C:18]2[C:19]=1[C:20]1[CH:21]=[CH:22][CH:23]=[CH:24][C:25]=1[NH:17]2, predict the reactants needed to synthesize it. The reactants are: [CH2:1]([O:3][C:4]([C:6]1[N:7]=[N:8][C:9]([C:12]([O:14][CH2:15][CH3:16])=[O:13])=NN=1)=[O:5])[CH3:2].[NH:17]1[C:25]2[C:20](=[CH:21][CH:22]=[CH:23][CH:24]=2)[CH:19]=[CH:18]1.